This data is from Forward reaction prediction with 1.9M reactions from USPTO patents (1976-2016). The task is: Predict the product of the given reaction. (1) Given the reactants [F:1][C:2]1([F:15])[C@@H:6]([OH:7])[CH2:5][N:4]([C:8]([O:10][C:11]([CH3:14])([CH3:13])[CH3:12])=[O:9])[CH2:3]1.F[C:17]1[C:18]([N+:23]([O-:25])=[O:24])=[N:19][CH:20]=[CH:21][CH:22]=1.C(=O)([O-])[O-].[Cs+].[Cs+], predict the reaction product. The product is: [F:15][C:2]1([F:1])[C@@H:6]([O:7][C:17]2[C:18]([N+:23]([O-:25])=[O:24])=[N:19][CH:20]=[CH:21][CH:22]=2)[CH2:5][N:4]([C:8]([O:10][C:11]([CH3:12])([CH3:14])[CH3:13])=[O:9])[CH2:3]1. (2) The product is: [C:1]([O:5][C:6]([N:8]1[CH2:13][CH:12]=[C:11]([C:14]2[NH:15][C:16]([C:26]3[CH:27]=[CH:28][C:23]([C:22]([F:33])([F:32])[F:21])=[CH:24][CH:25]=3)=[C:17]([C:26]3[CH:27]=[CH:28][C:23]([C:22]([F:33])([F:32])[F:21])=[CH:24][CH:25]=3)[N:18]=2)[CH2:10][CH2:9]1)=[O:7])([CH3:4])([CH3:3])[CH3:2]. Given the reactants [C:1]([O:5][C:6]([N:8]1[CH2:13][CH:12]=[C:11]([C:14]2[NH:15][C:16](Cl)=[C:17](Cl)[N:18]=2)[CH2:10][CH2:9]1)=[O:7])([CH3:4])([CH3:3])[CH3:2].[F:21][C:22]([F:33])([F:32])[C:23]1[CH:28]=[CH:27][C:26](B(O)O)=[CH:25][CH:24]=1.C(=O)([O-])[O-].[Na+].[Na+], predict the reaction product. (3) Given the reactants C(O[C:4](=O)[NH:5][CH:6]1[C:15]2[C:10](=[CH:11][CH:12]=[CH:13][CH:14]=2)[CH2:9][CH2:8][CH2:7]1)C.CCOCC.CCO, predict the reaction product. The product is: [CH3:4][NH:5][C@@H:6]1[C:15]2[C:10](=[CH:11][CH:12]=[CH:13][CH:14]=2)[CH2:9][CH2:8][CH2:7]1. (4) Given the reactants [C:1]1([C:7]2[N:8]=[CH:9][NH:10][C:11]=2[CH:12]=[O:13])[CH:6]=[CH:5][CH:4]=[CH:3][CH:2]=1.[CH2:14](Br)[C:15]1[CH:20]=[CH:19][CH:18]=[CH:17][CH:16]=1, predict the reaction product. The product is: [CH3:4][CH2:3][CH2:2][CH:1]([CH3:7])[CH3:6].[CH2:14]([N:10]1[C:11]([CH:12]=[O:13])=[C:7]([C:1]2[CH:2]=[CH:3][CH:4]=[CH:5][CH:6]=2)[N:8]=[CH:9]1)[C:15]1[CH:20]=[CH:19][CH:18]=[CH:17][CH:16]=1.